This data is from Full USPTO retrosynthesis dataset with 1.9M reactions from patents (1976-2016). The task is: Predict the reactants needed to synthesize the given product. (1) Given the product [C:6]([C:5]1[CH:8]=[CH:9][C:2]([O:1][CH2:30][CH2:29][CH2:28][O:27][C:23]2[CH:22]=[C:21]3[C:26](=[CH:25][CH:24]=2)[C@H:18]([CH2:17][C:16]([O:15][CH2:13][CH3:14])=[O:32])[CH2:19][CH2:20]3)=[C:3]([CH2:10][CH2:11][CH3:12])[CH:4]=1)#[N:7], predict the reactants needed to synthesize it. The reactants are: [OH:1][C:2]1[CH:9]=[CH:8][C:5]([C:6]#[N:7])=[CH:4][C:3]=1[CH2:10][CH2:11][CH3:12].[CH2:13]([O:15][C:16](=[O:32])[CH2:17][C@H:18]1[C:26]2[C:21](=[CH:22][C:23]([O:27][CH2:28][CH2:29][CH2:30]Br)=[CH:24][CH:25]=2)[CH2:20][CH2:19]1)[CH3:14].C([O-])([O-])=O.[Cs+].[Cs+]. (2) Given the product [Cl:26][C:23]1[CH:24]=[CH:25][C:18]2[CH2:17][CH2:16][NH:15][CH2:21][CH2:20][C:19]=2[C:22]=1[CH2:27][S:28][C:29]1[S:30][CH:31]=[C:32]([CH3:34])[N:33]=1, predict the reactants needed to synthesize it. The reactants are: C(O)(C(F)(F)F)=O.C(OC([N:15]1[CH2:21][CH2:20][C:19]2[C:22]([CH2:27][S:28][C:29]3[S:30][CH:31]=[C:32]([CH3:34])[N:33]=3)=[C:23]([Cl:26])[CH:24]=[CH:25][C:18]=2[CH2:17][CH2:16]1)=O)(C)(C)C. (3) Given the product [Cl:17][C:12]1[CH:11]=[C:10]([CH:8]([OH:9])[C:2]2([NH:1][S:30]([C:27]3[CH:28]=[CH:29][C:24]([CH3:34])=[CH:25][CH:26]=3)(=[O:32])=[O:31])[CH2:7][CH2:6][CH2:5][CH2:4][CH2:3]2)[CH:15]=[C:14]([Cl:16])[CH:13]=1, predict the reactants needed to synthesize it. The reactants are: [NH2:1][C:2]1([CH:8]([C:10]2[CH:15]=[C:14]([Cl:16])[CH:13]=[C:12]([Cl:17])[CH:11]=2)[OH:9])[CH2:7][CH2:6][CH2:5][CH2:4][CH2:3]1.N1C=CC=CC=1.[C:24]1([CH3:34])[CH:29]=[CH:28][C:27]([S:30](Cl)(=[O:32])=[O:31])=[CH:26][CH:25]=1.Cl.